This data is from Forward reaction prediction with 1.9M reactions from USPTO patents (1976-2016). The task is: Predict the product of the given reaction. (1) Given the reactants Cl[C:2]1[CH:7]=[CH:6][N:5]=[C:4]2[CH:8]=[C:9]([C:11]([N:13]3[CH2:17][CH2:16][CH2:15][CH2:14]3)=[O:12])[S:10][C:3]=12.[CH3:18][NH:19][C:20]([C:22]1[C:30]2[C:25](=[CH:26][C:27]([OH:31])=[CH:28][CH:29]=2)[N:24]([CH3:32])[C:23]=1[CH3:33])=[O:21].C([O-])([O-])=O.[Cs+].[Cs+], predict the reaction product. The product is: [CH3:18][NH:19][C:20]([C:22]1[C:30]2[C:25](=[CH:26][C:27]([O:31][C:2]3[CH:7]=[CH:6][N:5]=[C:4]4[CH:8]=[C:9]([C:11]([N:13]5[CH2:17][CH2:16][CH2:15][CH2:14]5)=[O:12])[S:10][C:3]=34)=[CH:28][CH:29]=2)[N:24]([CH3:32])[C:23]=1[CH3:33])=[O:21]. (2) Given the reactants [CH3:1][O:2][C:3]1[CH:8]=[C:7]([C:9]([F:12])([F:11])[F:10])[C:6]([NH:13][C:14](=O)[CH3:15])=[C:5]([N+:17]([O-])=O)[CH:4]=1.[H][H], predict the reaction product. The product is: [CH3:1][O:2][C:3]1[CH:8]=[C:7]([C:9]([F:12])([F:11])[F:10])[C:6]2[N:13]=[C:14]([CH3:15])[NH:17][C:5]=2[CH:4]=1. (3) Given the reactants CN(C=O)C.Br[CH2:7][C:8]1[CH:13]=[CH:12][CH:11]=[C:10]([N+:14]([O-:16])=[O:15])[CH:9]=1.[F:17][C:18]1[C:23]([F:24])=[CH:22][C:21]([C:25]2[CH:30]=[CH:29][C:28]([OH:31])=[CH:27][CH:26]=2)=[C:20]([O:32][CH3:33])[CH:19]=1.C[Si]([N-][Si](C)(C)C)(C)C.[Li+], predict the reaction product. The product is: [F:17][C:18]1[C:23]([F:24])=[CH:22][C:21]([C:25]2[CH:26]=[CH:27][C:28]([O:31][CH2:7][C:8]3[CH:13]=[CH:12][CH:11]=[C:10]([N+:14]([O-:16])=[O:15])[CH:9]=3)=[CH:29][CH:30]=2)=[C:20]([O:32][CH3:33])[CH:19]=1.